Dataset: Forward reaction prediction with 1.9M reactions from USPTO patents (1976-2016). Task: Predict the product of the given reaction. Given the reactants [NH2:1][C:2]1[C:3]2[C:10]([C:11]3[CH:16]=[CH:15][C:14]([O:17][C:18]4[CH:23]=[CH:22][CH:21]=[CH:20][CH:19]=4)=[CH:13][CH:12]=3)=[CH:9][N:8]([CH:24]3[CH2:29][CH2:28][C:27](=O)[CH2:26][CH2:25]3)[C:4]=2[N:5]=[CH:6][N:7]=1.[NH:31]1[CH2:35][CH2:34][CH2:33][C@H:32]1[CH2:36][OH:37].[BH4-].[Na+].O, predict the reaction product. The product is: [NH2:1][C:2]1[C:3]2[C:10]([C:11]3[CH:12]=[CH:13][C:14]([O:17][C:18]4[CH:19]=[CH:20][CH:21]=[CH:22][CH:23]=4)=[CH:15][CH:16]=3)=[CH:9][N:8]([C@H:24]3[CH2:29][CH2:28][C@H:27]([N:31]4[CH2:35][CH2:34][CH2:33][C@H:32]4[CH2:36][OH:37])[CH2:26][CH2:25]3)[C:4]=2[N:5]=[CH:6][N:7]=1.